Dataset: Forward reaction prediction with 1.9M reactions from USPTO patents (1976-2016). Task: Predict the product of the given reaction. (1) Given the reactants [Cl:1][C:2]1[CH:20]=[CH:19][CH:18]=[CH:17][C:3]=1[CH2:4][O:5][C:6]1[CH:15]=[CH:14][C:13]([F:16])=[CH:12][C:7]=1[C:8]([O:10]C)=[O:9].[OH-].[Na+], predict the reaction product. The product is: [Cl:1][C:2]1[CH:20]=[CH:19][CH:18]=[CH:17][C:3]=1[CH2:4][O:5][C:6]1[CH:15]=[CH:14][C:13]([F:16])=[CH:12][C:7]=1[C:8]([OH:10])=[O:9]. (2) Given the reactants F[C:2]1[CH:24]=[CH:23][C:5]([CH2:6][N:7]2CCN(C3C=C(C=CN=3)C(OC)=O)C2=O)=[CH:4][CH:3]=1.[O:25]=[C:26]1[N:30]([CH2:31][C:32]2[CH:37]=[CH:36][N:35]=[CH:34][CH:33]=2)[CH2:29][CH2:28][N:27]1[C:38]1[CH:39]=[C:40]([CH:45]=[CH:46][N:47]=1)[C:41]([O:43]C)=O.C(N)C1C=CC=CC=1, predict the reaction product. The product is: [CH2:6]([NH:7][C:41](=[O:43])[C:40]1[CH:45]=[CH:46][N:47]=[C:38]([N:27]2[CH2:28][CH2:29][N:30]([CH2:31][C:32]3[CH:33]=[CH:34][N:35]=[CH:36][CH:37]=3)[C:26]2=[O:25])[CH:39]=1)[C:5]1[CH:23]=[CH:24][CH:2]=[CH:3][CH:4]=1. (3) The product is: [F:1][C:2]1[CH:3]=[C:4]2[CH:10]=[C:9]([CH:11]([C:19]3[CH:24]=[CH:23][C:22]([S:25]([CH3:28])(=[O:27])=[O:26])=[CH:21][CH:20]=3)[CH2:12][CH:13]3[CH2:18][CH2:17][O:16][CH2:15][CH2:14]3)[NH:8][C:5]2=[N:6][CH:7]=1. Given the reactants [F:1][C:2]1[CH:3]=[C:4]2[CH:10]=[C:9](/[C:11](/[C:19]3[CH:24]=[CH:23][C:22]([S:25]([CH3:28])(=[O:27])=[O:26])=[CH:21][CH:20]=3)=[CH:12]/[CH:13]3[CH2:18][CH2:17][O:16][CH2:15][CH2:14]3)[NH:8][C:5]2=[N:6][CH:7]=1, predict the reaction product. (4) The product is: [CH3:59][N:60]([OH:61])[C:43]([NH:21][CH2:20][C:7]1[CH:6]=[C:5]([C@H:22]2[O:23][C@H:24]([C:27]3[CH:28]=[C:29]([O:37][CH3:38])[C:30]([O:35][CH3:36])=[C:31]([O:33][CH3:34])[CH:32]=3)[CH2:25][CH2:26]2)[CH:4]=[C:3]([O:2][CH3:1])[C:8]=1[O:9][CH2:10][CH2:11][S:12][C:13]1[CH:14]=[CH:15][C:16]([Cl:19])=[CH:17][CH:18]=1)=[O:49]. Given the reactants [CH3:1][O:2][C:3]1[CH:4]=[C:5]([C@H:22]2[CH2:26][CH2:25][C@H:24]([C:27]3[CH:32]=[C:31]([O:33][CH3:34])[C:30]([O:35][CH3:36])=[C:29]([O:37][CH3:38])[CH:28]=3)[O:23]2)[CH:6]=[C:7]([CH2:20][NH2:21])[C:8]=1[O:9][CH2:10][CH2:11][S:12][C:13]1[CH:18]=[CH:17][C:16]([Cl:19])=[CH:15][CH:14]=1.ClC(Cl)(O[C:43](=[O:49])OC(Cl)(Cl)Cl)Cl.C(N(CC)CC)C.Cl.[CH3:59][NH:60][OH:61], predict the reaction product.